This data is from Full USPTO retrosynthesis dataset with 1.9M reactions from patents (1976-2016). The task is: Predict the reactants needed to synthesize the given product. Given the product [ClH:31].[C:1]1([O:7][C:8]2[CH:9]=[N:10][C:11]3[C:16]([CH:17]=2)=[CH:15][CH:14]=[CH:13][C:12]=3[N:18]2[CH2:23][CH2:22][NH:21][CH2:20][CH2:19]2)[CH:2]=[CH:3][CH:4]=[CH:5][CH:6]=1, predict the reactants needed to synthesize it. The reactants are: [C:1]1([O:7][C:8]2[CH:9]=[N:10][C:11]3[C:16]([CH:17]=2)=[CH:15][CH:14]=[CH:13][C:12]=3[N:18]2[CH2:23][CH2:22][N:21](C(OC(C)(C)C)=O)[CH2:20][CH2:19]2)[CH:6]=[CH:5][CH:4]=[CH:3][CH:2]=1.[ClH:31].